Dataset: Catalyst prediction with 721,799 reactions and 888 catalyst types from USPTO. Task: Predict which catalyst facilitates the given reaction. (1) Reactant: C[O:2][C:3]1[CH:12]=[C:11]2[C:6]([C:7]([O:13][CH2:14][C:15]([OH:17])=[O:16])=[CH:8][CH:9]=[N:10]2)=[CH:5][CH:4]=1.B(Br)(Br)[Br:19]. Product: [BrH:19].[OH:2][C:3]1[CH:12]=[C:11]2[C:6]([C:7]([O:13][CH2:14][C:15]([OH:17])=[O:16])=[CH:8][CH:9]=[N:10]2)=[CH:5][CH:4]=1. The catalyst class is: 279. (2) Reactant: [CH2:1]([C:3]1[CH:8]=[C:7]([C:9]2[O:10][C:11]([C:14]3[CH:19]=[C:18]([CH3:20])[CH:17]=[C:16]([CH2:21][N:22]([CH2:24][CH3:25])[CH3:23])[CH:15]=3)=[N:12][N:13]=2)[CH:6]=[C:5]([CH3:26])[C:4]=1[OH:27])[CH3:2].[CH2:28]([C@@H:30]1[O:32][CH2:31]1)Cl.[NH3:33]. Product: [NH2:33][CH2:28][C@H:30]([OH:32])[CH2:31][O:27][C:4]1[C:5]([CH3:26])=[CH:6][C:7]([C:9]2[O:10][C:11]([C:14]3[CH:19]=[C:18]([CH3:20])[CH:17]=[C:16]([CH2:21][N:22]([CH2:24][CH3:25])[CH3:23])[CH:15]=3)=[N:12][N:13]=2)=[CH:8][C:3]=1[CH2:1][CH3:2]. The catalyst class is: 5.